Dataset: Catalyst prediction with 721,799 reactions and 888 catalyst types from USPTO. Task: Predict which catalyst facilitates the given reaction. (1) Reactant: [Br:1][C:2]1[CH:3]=[C:4]2[C:9](=[CH:10][CH:11]=1)[C:8](=[O:12])[NH:7][C:6](=[O:13])[C:5]2=[CH:14]OC.CN(C)C=O.[CH3:22][N:23]([CH3:30])[CH2:24][CH2:25][CH2:26][CH2:27][CH2:28][NH2:29]. Product: [Br:1][C:2]1[CH:3]=[C:4]2[C:9](=[CH:10][CH:11]=1)[C:8](=[O:12])[NH:7][C:6](=[O:13])/[C:5]/2=[CH:14]\[NH:29][CH2:28][CH2:27][CH2:26][CH2:25][CH2:24][N:23]([CH3:30])[CH3:22]. The catalyst class is: 28. (2) Reactant: [NH2:1][C:2]1[N:3]=[CH:4][C:5]([C:17]2[CH:22]=[CH:21][C:20]([C:23]([N:25]3[CH2:30][CH2:29][N:28]([CH3:31])[CH2:27][CH2:26]3)=[O:24])=[CH:19][CH:18]=2)=[N:6][C:7]=1[C:8]1[O:9][C:10]2[CH:15]=[CH:14][N:13]=[CH:12][C:11]=2[N:16]=1.[ClH:32]. Product: [ClH:32].[NH2:1][C:2]1[N:3]=[CH:4][C:5]([C:17]2[CH:18]=[CH:19][C:20]([C:23]([N:25]3[CH2:30][CH2:29][N:28]([CH3:31])[CH2:27][CH2:26]3)=[O:24])=[CH:21][CH:22]=2)=[N:6][C:7]=1[C:8]1[O:9][C:10]2[CH:15]=[CH:14][N:13]=[CH:12][C:11]=2[N:16]=1. The catalyst class is: 138.